Dataset: Full USPTO retrosynthesis dataset with 1.9M reactions from patents (1976-2016). Task: Predict the reactants needed to synthesize the given product. (1) Given the product [NH2:21][C:17]1[CH:16]=[C:15]([NH:14][C:12]([NH:11][C:8]2[CH:9]=[CH:10][C:5]([N:4]([CH2:3][CH2:2][Cl:1])[CH2:24][CH2:25][Cl:26])=[CH:6][CH:7]=2)=[O:13])[CH:20]=[CH:19][CH:18]=1, predict the reactants needed to synthesize it. The reactants are: [Cl:1][CH2:2][CH2:3][N:4]([CH2:24][CH2:25][Cl:26])[C:5]1[CH:10]=[CH:9][C:8]([NH:11][C:12]([NH:14][C:15]2[CH:20]=[CH:19][CH:18]=[C:17]([N+:21]([O-])=O)[CH:16]=2)=[O:13])=[CH:7][CH:6]=1. (2) Given the product [F:11][C:12]1[CH:17]=[C:16]([OH:5])[C:15](=[O:19])[N:14]([CH3:20])[C:13]=1[C:21]#[N:22], predict the reactants needed to synthesize it. The reactants are: [H-].[Na+].C[Si](C)(C(C)(C)C)[OH:5].[F:11][C:12]1[CH:17]=[C:16](F)[C:15](=[O:19])[N:14]([CH3:20])[C:13]=1[C:21]#[N:22]. (3) Given the product [CH3:27][CH2:26][CH2:25][C@H:24]([NH:28][C@H:29]([C:31]([N:6]1[C@H:7]([C:15]([OH:17])=[O:16])[CH2:8][C@H:9]2[C@@H:14]1[CH2:13][CH2:12][CH2:11][CH2:10]2)=[O:32])[CH3:30])[C:19]([O:21][CH2:22][CH3:23])=[O:20], predict the reactants needed to synthesize it. The reactants are: C[Si](C)(C)Cl.[NH:6]1[C@@H:14]2[C@@H:9]([CH2:10][CH2:11][CH2:12][CH2:13]2)[CH2:8][C@H:7]1[C:15]([OH:17])=[O:16].Cl.[C:19]([C@@H:24]([NH:28][C@H:29]([C:31](Cl)=[O:32])[CH3:30])[CH2:25][CH2:26][CH3:27])([O:21][CH2:22][CH3:23])=[O:20].[OH-].[Na+]. (4) Given the product [CH2:13]([C:17]1[N:18]=[C:19]([CH3:45])[N:20]([CH2:39][C:40]2[N:41]=[CH:42][S:43][CH:44]=2)[C:21](=[O:38])[C:22]=1[CH2:23][C:24]1[CH:25]=[CH:26][C:27]([C:30]2[CH:35]=[CH:34][CH:33]=[CH:32][C:31]=2[C:36]2[NH:3][C:4](=[O:7])[O:5][N:37]=2)=[CH:28][CH:29]=1)[CH2:14][CH2:15][CH3:16], predict the reactants needed to synthesize it. The reactants are: [Cl-].O[NH3+:3].[C:4](=[O:7])([O-])[OH:5].[Na+].CS(C)=O.[CH2:13]([C:17]1[N:18]=[C:19]([CH3:45])[N:20]([CH2:39][C:40]2[N:41]=[CH:42][S:43][CH:44]=2)[C:21](=[O:38])[C:22]=1[CH2:23][C:24]1[CH:29]=[CH:28][C:27]([C:30]2[C:31]([C:36]#[N:37])=[CH:32][CH:33]=[CH:34][CH:35]=2)=[CH:26][CH:25]=1)[CH2:14][CH2:15][CH3:16]. (5) Given the product [CH2:12]([C:10]1[CH:11]=[C:3]([OH:2])[C:4](=[CH:8][CH:9]=1)[C:5]([OH:7])=[O:6])[CH2:13][CH2:14][CH2:15][CH2:16][CH2:17][CH2:18][CH2:19][CH3:20], predict the reactants needed to synthesize it. The reactants are: C[O:2][C:3]1[CH:11]=[C:10]([CH2:12][CH2:13][CH2:14][CH2:15][CH2:16][CH2:17][CH2:18][CH2:19][CH3:20])[CH:9]=[CH:8][C:4]=1[C:5]([OH:7])=[O:6].CCO.O.B(Br)(Br)Br. (6) Given the product [F:1][C:2]1[CH:3]=[CH:4][C:5]([N:8]2[C:11](=[O:12])[C@H:10]([S:13][CH2:14][CH:15]([C:17]3[CH:18]=[CH:19][C:20]([F:23])=[CH:21][CH:22]=3)[OH:16])[C@H:9]2[C:24]2[CH:25]=[CH:26][C:27]([O:28][CH2:53][C:54]([NH:43][C@@H:42]([C:41]([OH:40])=[O:50])[CH2:44][OH:45])=[O:55])=[CH:33][CH:34]=2)=[CH:6][CH:7]=1, predict the reactants needed to synthesize it. The reactants are: [F:1][C:2]1[CH:7]=[CH:6][C:5]([N:8]2[C:11](=[O:12])[C@H:10]([S:13][CH2:14][C:15]([C:17]3[CH:22]=[CH:21][C:20]([F:23])=[CH:19][CH:18]=3)=[O:16])[C@H:9]2[C:24]2[CH:34]=[CH:33][C:27]([O:28]CC(O)=O)=[CH:26][CH:25]=2)=[CH:4][CH:3]=1.Cl.C([O:40][C:41](=[O:50])[C@@H:42]([CH2:44][O:45]C(C)(C)C)[NH2:43])(C)(C)C.CN1CC[O:55][CH2:54][CH2:53]1.CN(C(ON1N=NC2C=CC=CC1=2)=[N+](C)C)C.[B-](F)(F)(F)F.C(O)(C(F)(F)F)=O. (7) Given the product [CH2:1]([O:3][C:4]([C:6]1[CH:11]=[C:10]([C:12]#[N:13])[CH:9]=[C:8]([CH2:14][OH:17])[N:7]=1)=[O:5])[CH3:2], predict the reactants needed to synthesize it. The reactants are: [CH2:1]([O:3][C:4]([C:6]1[CH:11]=[C:10]([C:12]#[N:13])[CH:9]=[C:8]([CH3:14])[N:7]=1)=[O:5])[CH3:2].C([O:17]C(C1C=C(Br)C=C(CO)N=1)=O)C. (8) The reactants are: [C:1]([O:5][C:6]([N:8]1[CH2:12][C@H:11]([CH2:13][C:14]2[CH:19]=[CH:18][CH:17]=[C:16]([CH:20]([CH3:22])[CH3:21])[CH:15]=2)[C@@H:10]([CH:23]=O)[CH2:9]1)=[O:7])([CH3:4])([CH3:3])[CH3:2].[Cl:25][C:26]1[CH:32]=[CH:31][C:29]([NH2:30])=[CH:28][CH:27]=1.[BH-](OC(C)=O)(OC(C)=O)OC(C)=O.[Na+]. Given the product [C:1]([O:5][C:6]([N:8]1[CH2:12][C@H:11]([CH2:13][C:14]2[CH:19]=[CH:18][CH:17]=[C:16]([CH:20]([CH3:22])[CH3:21])[CH:15]=2)[C@H:10]([CH2:23][NH:30][C:29]2[CH:31]=[CH:32][C:26]([Cl:25])=[CH:27][CH:28]=2)[CH2:9]1)=[O:7])([CH3:4])([CH3:3])[CH3:2], predict the reactants needed to synthesize it. (9) Given the product [Cl:19][C:17]1[CH:18]=[C:13]([CH2:12][C@@H:5]([CH2:6][C:7]([O:9][CH3:10])=[O:8])[C:4]([O:3][CH3:1])=[O:27])[C:14]([CH2:22][OH:23])=[C:15]2[C:16]=1[NH:20][N:42]=[CH:21]2, predict the reactants needed to synthesize it. The reactants are: [CH2:1]([O:3][C:4](=[O:27])[C@@H:5]([CH2:12][C:13]1[CH:18]=[C:17]([Cl:19])[C:16]([NH2:20])=[C:15]([CH3:21])[C:14]=1[CH2:22][O:23]C(=O)C)[CH2:6][C:7]([O:9][CH2:10]C)=[O:8])C.COC(=O)[C@@H](CC1C(CO)=C2C(=CC=1)N[N:42]=C2)CC(OC)=O. (10) Given the product [NH2:18][C@:14]1([CH2:15][OH:16])[CH2:20][CH2:21][C@H:12]([C:7]2[CH:6]=[CH:5][C:4]3[CH2:3][CH:2]([NH2:1])[CH2:11][CH2:10][C:9]=3[CH:8]=2)[CH2:13]1, predict the reactants needed to synthesize it. The reactants are: [NH2:1][CH:2]1[CH2:11][CH2:10][C:9]2[CH:8]=[C:7]([C@H:12]3[CH2:21][CH2:20][C@@:14]4([NH:18]C(=O)[O:16][CH2:15]4)[CH2:13]3)[CH:6]=[CH:5][C:4]=2[CH2:3]1.[OH-].[Na+].